This data is from Full USPTO retrosynthesis dataset with 1.9M reactions from patents (1976-2016). The task is: Predict the reactants needed to synthesize the given product. Given the product [OH:1][CH:2]([C:6]1[CH:7]=[CH:8][C:9]([C:12]2[N:16]=[C:15]([C:17]3[O:21][N:20]=[C:19]([C:22]4[CH:27]=[CH:26][CH:25]=[CH:24][CH:23]=4)[C:18]=3[C:28]([F:29])([F:30])[F:31])[O:14][N:13]=2)=[CH:10][CH:11]=1)[C:3]([NH:32][CH2:33][C@@H:34]([OH:36])[CH3:35])=[O:5], predict the reactants needed to synthesize it. The reactants are: [OH:1][CH:2]([C:6]1[CH:11]=[CH:10][C:9]([C:12]2[N:16]=[C:15]([C:17]3[O:21][N:20]=[C:19]([C:22]4[CH:27]=[CH:26][CH:25]=[CH:24][CH:23]=4)[C:18]=3[C:28]([F:31])([F:30])[F:29])[O:14][N:13]=2)=[CH:8][CH:7]=1)[C:3]([OH:5])=O.[NH2:32][CH2:33][C@@H:34]([OH:36])[CH3:35].CN(C(ON1N=NC2C=CC=NC1=2)=[N+](C)C)C.F[P-](F)(F)(F)(F)F.CN1CCOCC1.